This data is from Full USPTO retrosynthesis dataset with 1.9M reactions from patents (1976-2016). The task is: Predict the reactants needed to synthesize the given product. (1) Given the product [CH3:1][O:2][C:3]([C:4]1[CH:9]=[CH:8][C:7]2[N:16]3[CH2:20][CH2:19][CH2:18][C:17]3=[N:11][C:6]=2[C:5]=1[CH3:14])=[O:15], predict the reactants needed to synthesize it. The reactants are: [CH3:1][O:2][C:3](=[O:15])[C:4]1[CH:9]=[CH:8][C:7](Br)=[C:6]([N+:11]([O-])=O)[C:5]=1[CH3:14].[NH:16]1[CH2:20][CH2:19][CH2:18][C:17]1=O. (2) Given the product [ClH:28].[NH2:7][CH2:8][C@@H:9]1[CH2:11][C@H:10]1[C:12]1[CH:17]=[CH:16][CH:15]=[CH:14][C:13]=1[NH:18][C:19]([NH:21][C:22]1[CH:27]=[CH:26][C:25]([Cl:28])=[CH:24][CH:23]=1)=[O:20], predict the reactants needed to synthesize it. The reactants are: C(OC(=O)[NH:7][CH2:8][C@@H:9]1[CH2:11][C@H:10]1[C:12]1[CH:17]=[CH:16][CH:15]=[CH:14][C:13]=1[NH:18][C:19]([NH:21][C:22]1[CH:27]=[CH:26][C:25]([Cl:28])=[CH:24][CH:23]=1)=[O:20])(C)(C)C.C(O)(C(F)(F)F)=O.Cl.CCOCC.